Dataset: Full USPTO retrosynthesis dataset with 1.9M reactions from patents (1976-2016). Task: Predict the reactants needed to synthesize the given product. (1) Given the product [F:1][C:2]1[C:11]2[N:10]=[N:9][C:8]3[C:12](=[O:24])[N:13]([C:15]4[CH:23]=[CH:22][C:18]([C:19]([NH:34][CH:35]5[CH2:36][C:37]([CH3:44])([CH3:45])[N:38]([CH3:43])[C:39]([CH3:42])([CH3:41])[CH2:40]5)=[O:20])=[CH:17][CH:16]=4)[NH:14][C:7]=3[C:6]=2[CH:5]=[CH:4][CH:3]=1, predict the reactants needed to synthesize it. The reactants are: [F:1][C:2]1[C:11]2[N:10]=[N:9][C:8]3[C:12](=[O:24])[N:13]([C:15]4[CH:23]=[CH:22][C:18]([C:19](Cl)=[O:20])=[CH:17][CH:16]=4)[NH:14][C:7]=3[C:6]=2[CH:5]=[CH:4][CH:3]=1.C(N(C(C)C)CC)(C)C.[NH2:34][CH:35]1[CH2:40][C:39]([CH3:42])([CH3:41])[N:38]([CH3:43])[C:37]([CH3:45])([CH3:44])[CH2:36]1.O. (2) Given the product [C:13]([O:12][C:5]1[C:4]2[C:9](=[CH:10][CH:11]=[C:2]([C:29]([C:26]3[CH:27]=[CH:28][C:23]([Cl:22])=[CH:24][CH:25]=3)([C:31]3[CH:32]=[CH:33][C:34]([Cl:37])=[CH:35][CH:36]=3)[OH:30])[CH:3]=2)[N:8]=[N:7][CH:6]=1)([CH3:16])([CH3:15])[CH3:14], predict the reactants needed to synthesize it. The reactants are: Br[C:2]1[CH:3]=[C:4]2[C:9](=[CH:10][CH:11]=1)[N:8]=[N:7][CH:6]=[C:5]2[O:12][C:13]([CH3:16])([CH3:15])[CH3:14].[Li]CCCC.[Cl:22][C:23]1[CH:28]=[CH:27][C:26]([C:29]([C:31]2[CH:36]=[CH:35][C:34]([Cl:37])=[CH:33][CH:32]=2)=[O:30])=[CH:25][CH:24]=1. (3) Given the product [CH3:36][N:2]1[CH2:3][CH2:4][C:5]2[C:10](=[CH:9][CH:8]=[C:7]([NH:11][C:12]3[N:17]=[C:16]([CH2:18][CH2:19][C:20]4[CH:25]=[CH:24][CH:23]=[CH:22][C:21]=4[CH2:26][C:27]([NH2:29])=[O:28])[C:15]([C:30]([F:32])([F:33])[F:31])=[CH:14][N:13]=3)[CH:6]=2)[CH2:1]1, predict the reactants needed to synthesize it. The reactants are: [CH2:1]1[C:10]2[C:5](=[CH:6][C:7]([NH:11][C:12]3[N:17]=[C:16]([CH2:18][CH2:19][C:20]4[CH:25]=[CH:24][CH:23]=[CH:22][C:21]=4[CH2:26][C:27]([NH2:29])=[O:28])[C:15]([C:30]([F:33])([F:32])[F:31])=[CH:14][N:13]=3)=[CH:8][CH:9]=2)[CH2:4][CH2:3][NH:2]1.C=O.[C:36](O[BH-](OC(=O)C)OC(=O)C)(=O)C.[Na+].